Task: Predict the product of the given reaction.. Dataset: Forward reaction prediction with 1.9M reactions from USPTO patents (1976-2016) (1) Given the reactants [CH:1]1([N:6]2[CH2:12][C:11]([F:14])([F:13])[C:10](=[O:15])[N:9]([CH3:16])[C:8]3[CH:17]=[N:18][C:19]([NH:21][C:22]4[C:30]([O:31][CH3:32])=[CH:29][C:25]([C:26]([OH:28])=O)=[C:24]([F:33])[CH:23]=4)=[N:20][C:7]2=3)[CH2:5][CH2:4][CH2:3][CH2:2]1.Cl.[CH3:35][N:36]1[CH2:41][CH2:40][N:39]([CH2:42][C:43]2[CH:49]=[CH:48][C:46]([NH2:47])=[CH:45][CH:44]=2)[CH2:38][CH2:37]1, predict the reaction product. The product is: [CH:1]1([N:6]2[CH2:12][C:11]([F:14])([F:13])[C:10](=[O:15])[N:9]([CH3:16])[C:8]3[CH:17]=[N:18][C:19]([NH:21][C:22]4[C:30]([O:31][CH3:32])=[CH:29][C:25]([C:26]([NH:47][C:46]5[CH:45]=[CH:44][C:43]([CH2:42][N:39]6[CH2:38][CH2:37][N:36]([CH3:35])[CH2:41][CH2:40]6)=[CH:49][CH:48]=5)=[O:28])=[C:24]([F:33])[CH:23]=4)=[N:20][C:7]2=3)[CH2:5][CH2:4][CH2:3][CH2:2]1. (2) Given the reactants [F:1][C:2]1[CH:7]=[CH:6][C:5](/[CH:8]=[CH:9]/[C:10]2[CH:15]=[CH:14][C:13]3[C:16]4[C:17]([NH:25]CC5C=CC(OC)=CC=5)=[N:18][CH:19]=[C:20]([C:23]#[N:24])[C:21]=4[S:22][C:12]=3[CH:11]=2)=[CH:4][CH:3]=1.[O:35]([Si](C)(C)C)[K], predict the reaction product. The product is: [NH2:25][C:17]1[C:16]2[C:13]3[CH:14]=[CH:15][C:10](/[CH:9]=[CH:8]/[C:5]4[CH:4]=[CH:3][C:2]([F:1])=[CH:7][CH:6]=4)=[CH:11][C:12]=3[S:22][C:21]=2[C:20]([C:23]([NH2:24])=[O:35])=[CH:19][N:18]=1. (3) Given the reactants [Br:1][C:2]1[CH:15]=[CH:14][C:5]([NH:6][C:7](=[O:13])[CH2:8][O:9]C(=O)C)=[CH:4][CH:3]=1.[OH-].[Na+], predict the reaction product. The product is: [Br:1][C:2]1[CH:3]=[CH:4][C:5]([NH:6][C:7](=[O:13])[CH2:8][OH:9])=[CH:14][CH:15]=1. (4) Given the reactants [NH2:1][C:2]1[CH:7]=[C:6]([CH:8]2[CH2:13][CH2:12][CH2:11][NH:10][CH2:9]2)[CH:5]=[CH:4][C:3]=1[CH3:14].[OH-].[Na+].[CH2:17]([O:24][C:25](O[C:25]([O:24][CH2:17][C:18]1[CH:23]=[CH:22][CH:21]=[CH:20][CH:19]=1)=[O:26])=[O:26])[C:18]1[CH:23]=[CH:22][CH:21]=[CH:20][CH:19]=1, predict the reaction product. The product is: [CH2:17]([O:24][C:25]([N:10]1[CH2:11][CH2:12][CH2:13][CH:8]([C:6]2[CH:5]=[CH:4][C:3]([CH3:14])=[C:2]([NH2:1])[CH:7]=2)[CH2:9]1)=[O:26])[C:18]1[CH:23]=[CH:22][CH:21]=[CH:20][CH:19]=1. (5) Given the reactants [OH:1][C:2]1[CH:3]=[C:4]2[C:9](=[CH:10][C:11]=1[CH3:12])[N:8]=[CH:7][CH:6]=[CH:5]2.C1C(=O)N([Br:20])C(=O)C1.N(C(C)(C)C#N)=NC(C)(C)C#N.O, predict the reaction product. The product is: [Br:20][C:3]1[C:2]([OH:1])=[C:11]([CH3:12])[CH:10]=[C:9]2[C:4]=1[CH:5]=[CH:6][CH:7]=[N:8]2. (6) The product is: [CH:9]([CH:1]([C:2]1[CH:7]=[CH:6][CH:5]=[CH:4][CH:3]=1)[OH:8])=[CH2:10]. Given the reactants [CH:1](=[O:8])[C:2]1[CH:7]=[CH:6][CH:5]=[CH:4][CH:3]=1.[CH:9]([Mg]Br)=[CH2:10], predict the reaction product. (7) Given the reactants [H-].[Na+].[Si:3]([O:20][CH2:21][C:22]1[C:23]([N:38]2[CH2:43][C@H:42]([CH3:44])[O:41][C@H:40]([CH3:45])[CH2:39]2)=[C:24]([F:37])[C:25](F)=[C:26]([C:28](=[N:34][OH:35])[C:29]([O:31][CH2:32][CH3:33])=[O:30])[CH:27]=1)([C:16]([CH3:19])([CH3:18])[CH3:17])([C:10]1[CH:15]=[CH:14][CH:13]=[CH:12][CH:11]=1)[C:4]1[CH:9]=[CH:8][CH:7]=[CH:6][CH:5]=1, predict the reaction product. The product is: [Si:3]([O:20][CH2:21][C:22]1[C:23]([N:38]2[CH2:43][C@H:42]([CH3:44])[O:41][C@H:40]([CH3:45])[CH2:39]2)=[C:24]([F:37])[C:25]2[O:35][N:34]=[C:28]([C:29]([O:31][CH2:32][CH3:33])=[O:30])[C:26]=2[CH:27]=1)([C:16]([CH3:17])([CH3:18])[CH3:19])([C:10]1[CH:11]=[CH:12][CH:13]=[CH:14][CH:15]=1)[C:4]1[CH:9]=[CH:8][CH:7]=[CH:6][CH:5]=1. (8) Given the reactants [CH3:1][O:2][C:3]1[CH:4]=[C:5]([CH:14]=[CH:15][C:16]=1[N+:17]([O-])=O)[O:6][CH:7]1[CH2:12][CH2:11][N:10]([CH3:13])[CH2:9][CH2:8]1.[H][H], predict the reaction product. The product is: [CH3:1][O:2][C:3]1[CH:4]=[C:5]([O:6][CH:7]2[CH2:12][CH2:11][N:10]([CH3:13])[CH2:9][CH2:8]2)[CH:14]=[CH:15][C:16]=1[NH2:17].